Dataset: NCI-60 drug combinations with 297,098 pairs across 59 cell lines. Task: Regression. Given two drug SMILES strings and cell line genomic features, predict the synergy score measuring deviation from expected non-interaction effect. Drug 1: CC1=CC2C(CCC3(C2CCC3(C(=O)C)OC(=O)C)C)C4(C1=CC(=O)CC4)C. Drug 2: CN(C)N=NC1=C(NC=N1)C(=O)N. Cell line: A498. Synergy scores: CSS=9.60, Synergy_ZIP=-2.28, Synergy_Bliss=2.65, Synergy_Loewe=2.64, Synergy_HSA=2.81.